This data is from Aqueous solubility values for 9,982 compounds from the AqSolDB database. The task is: Regression/Classification. Given a drug SMILES string, predict its absorption, distribution, metabolism, or excretion properties. Task type varies by dataset: regression for continuous measurements (e.g., permeability, clearance, half-life) or binary classification for categorical outcomes (e.g., BBB penetration, CYP inhibition). For this dataset (solubility_aqsoldb), we predict Y. (1) The molecule is Cc1ccc(C)c2c(C)cccc12. The Y is -4.92 log mol/L. (2) The drug is CCOP(=S)(OCC)Oc1ccc(=O)n(-c2ccccc2)n1. The Y is -3.53 log mol/L.